This data is from Full USPTO retrosynthesis dataset with 1.9M reactions from patents (1976-2016). The task is: Predict the reactants needed to synthesize the given product. (1) Given the product [CH3:14][N:15]([CH3:24])[C:16]1[CH:23]=[CH:22][C:19](/[CH:20]=[C:3]2/[C:4](=[O:13])[N:5]([C:7]3[CH:12]=[CH:11][CH:10]=[CH:9][N:8]=3)[N:6]=[C:2]/2[CH3:1])=[CH:18][CH:17]=1, predict the reactants needed to synthesize it. The reactants are: [CH3:1][C:2]1[CH2:3][C:4](=[O:13])[N:5]([C:7]2[CH:12]=[CH:11][CH:10]=[CH:9][N:8]=2)[N:6]=1.[CH3:14][N:15]([CH3:24])[C:16]1[CH:23]=[CH:22][C:19]([CH:20]=O)=[CH:18][CH:17]=1.N1CCCCC1. (2) Given the product [O:17]1[CH2:13][CH2:14][N:15]=[C:16]1[NH:11][CH:9]1[C:10]2[N:1]=[CH:2][CH:3]=[CH:4][C:5]=2[CH2:6][CH2:7][CH2:8]1, predict the reactants needed to synthesize it. The reactants are: [N:1]1[C:10]2[CH:9]([NH2:11])[CH2:8][CH2:7][CH2:6][C:5]=2[CH:4]=[CH:3][CH:2]=1.Cl[CH2:13][CH2:14][N:15]=[C:16]=[O:17].[OH-].[Na+]. (3) Given the product [N:27]1([C:32]2[CH:37]=[CH:36][C:35]([S:38]([N:9]3[CH2:8][CH:7]4[CH:2]([N:3]([CH2:13][C@@H:14]([C:16]5[C:17]([CH3:26])=[C:18]6[C:19](=[CH:24][CH:25]=5)[C:20](=[O:23])[O:21][CH2:22]6)[OH:15])[CH2:4][CH2:12]4)[CH2:10]3)(=[O:40])=[O:39])=[CH:34][CH:33]=2)[CH:31]=[N:30][N:29]=[N:28]1, predict the reactants needed to synthesize it. The reactants are: Cl.[CH2:2]1[C:7]2([CH2:12]C[CH2:10][NH:9][CH2:8]2)CC[CH2:4][N:3]1[CH2:13][C@@H:14]([C:16]1[CH:25]=[CH:24][C:19]2[C:20](=[O:23])[O:21][CH2:22][C:18]=2[C:17]=1[CH3:26])[OH:15].[N:27]1([C:32]2[CH:37]=[CH:36][C:35]([S:38](Cl)(=[O:40])=[O:39])=[CH:34][CH:33]=2)[CH:31]=[N:30][N:29]=[N:28]1. (4) Given the product [P:24]([O:14][CH2:13][C@H:7]1[S:6][C@@H:5]([N:15]2[CH:22]=[CH:21][C:19](=[O:20])[NH:18][C:16]2=[O:17])[C@H:4]([OH:23])[C@@H:8]1[OH:9])([O:39][P:37]([O:40][P:41]([OH:44])([OH:43])=[O:42])([OH:38])=[O:36])(=[O:25])[OH:34], predict the reactants needed to synthesize it. The reactants are: C([C@@:4]1([OH:23])[C@H:8]([O:9]C(=O)C)[C@@H:7]([CH2:13][OH:14])[S:6][C@H:5]1[N:15]1[CH:22]=[CH:21][C:19](=[O:20])[NH:18][C:16]1=[O:17])(=O)C.[P:24](Cl)([O-:34])[O:25]CC1C(=CC=CC=1)O.[O-:36][P:37]([O:40][P:41]([O-:44])([O-:43])=[O:42])(=[O:39])[O-:38].C([NH2+]CCCC)CCC.C([NH2+]CCCC)CCC.C([NH2+]CCCC)CCC.C([NH2+]CCCC)CCC.C(N)CCC.II.N. (5) Given the product [CH2:1]([O:5][C:6]1[N:14]=[C:13]2[C:9]([N:10]=[C:11]([O:15][CH3:16])[N:12]2[CH2:31][C:28]2[CH:27]=[N:26][C:25]([Cl:24])=[CH:30][CH:29]=2)=[C:8]([NH2:17])[N:7]=1)[CH2:2][CH2:3][CH3:4], predict the reactants needed to synthesize it. The reactants are: [CH2:1]([O:5][C:6]1[N:14]=[C:13]2[C:9]([NH:10][C:11]([O:15][CH3:16])=[N:12]2)=[C:8]([NH2:17])[N:7]=1)[CH2:2][CH2:3][CH3:4].C(=O)([O-])[O-].[K+].[K+].[Cl:24][C:25]1[CH:30]=[CH:29][C:28]([CH2:31]Cl)=[CH:27][N:26]=1. (6) Given the product [CH3:26][C:17]1[S:16][C:15]([N:12]2[CH2:13][CH2:14][NH:9][CH2:10][CH2:11]2)=[N:19][C:18]=1[C:20]1[CH:21]=[CH:22][CH:23]=[CH:24][CH:25]=1, predict the reactants needed to synthesize it. The reactants are: C(ONC([N:9]1[CH2:14][CH2:13][N:12]([C:15]2[S:16][C:17]([CH3:26])=[C:18]([C:20]3[CH:25]=[CH:24][CH:23]=[CH:22][CH:21]=3)[N:19]=2)[CH2:11][CH2:10]1)=O)(C)(C)C.Cl. (7) Given the product [OH:23][C:24]1([C:31]2[CH:32]=[CH:33][CH:34]=[CH:35][CH:36]=2)[CH2:25][CH2:26][CH:27]([NH:1][C@H:2]2[CH2:6][CH2:5][N:4]([C:7](=[O:22])[CH2:8][NH:9][C:10](=[O:21])[C:11]3[CH:16]=[CH:15][CH:14]=[C:13]([C:17]([F:19])([F:20])[F:18])[CH:12]=3)[CH2:3]2)[CH2:28][CH2:29]1, predict the reactants needed to synthesize it. The reactants are: [NH2:1][C@H:2]1[CH2:6][CH2:5][N:4]([C:7](=[O:22])[CH2:8][NH:9][C:10](=[O:21])[C:11]2[CH:16]=[CH:15][CH:14]=[C:13]([C:17]([F:20])([F:19])[F:18])[CH:12]=2)[CH2:3]1.[OH:23][C:24]1([C:31]2[CH:36]=[CH:35][CH:34]=[CH:33][CH:32]=2)[CH2:29][CH2:28][C:27](=O)[CH2:26][CH2:25]1.[BH-](OC(C)=O)(OC(C)=O)OC(C)=O.[Na+].C(N(CC)CC)C. (8) Given the product [Si:5]([O:8][CH:9]1[C:18]2[C:13](=[CH:14][CH:15]=[CH:16][CH:17]=2)[CH:12]([C:19]2[CH:23]=[C:22]([CH:24]=[O:25])[S:21][CH:20]=2)[O:11][CH2:10]1)([C:1]([CH3:4])([CH3:2])[CH3:3])([CH3:7])[CH3:6], predict the reactants needed to synthesize it. The reactants are: [C:1]([Si:5]([O:8][CH:9]1[C:18]2[C:13](=[CH:14][CH:15]=[CH:16][CH:17]=2)[CH:12]([C:19]2[CH:23]=[C:22]([CH:24]3OCC[O:25]3)[S:21][CH:20]=2)[O:11][CH2:10]1)([CH3:7])[CH3:6])([CH3:4])([CH3:3])[CH3:2].CC(C)=O. (9) Given the product [CH3:3][CH:2]([O:4][C:5]([CH2:7][CH2:8][CH2:9]/[CH:10]=[CH:11]\[CH2:12][C@@H:13]1[C@@H:17]([CH2:18][CH2:19][C@@H:20]([OH:29])[CH2:21][CH2:22][C:23]2[CH:24]=[CH:25][CH:26]=[CH:27][CH:28]=2)[C@H:16]([OH:30])[CH2:15][C@@H:14]1[OH:31])=[O:6])[CH3:1], predict the reactants needed to synthesize it. The reactants are: [CH3:1][CH:2]([O:4][C:5]([CH2:7][CH2:8][CH2:9]/[CH:10]=[CH:11]\[CH2:12][C@@H:13]1[C@@H:17]([CH2:18][CH2:19][C@@H:20]([OH:29])[CH2:21][CH2:22][C:23]2[CH:24]=[CH:25][CH:26]=[CH:27][CH:28]=2)[C@H:16]([OH:30])[CH2:15][C@@H:14]1[OH:31])=[O:6])[CH3:3].N[C@H](C(O)=O)CCCNC(=N)N.C(I)(C)C.C([O-])(=O)C.[NH4+].C(OCC)(=O)C.